Regression. Given a peptide amino acid sequence and an MHC pseudo amino acid sequence, predict their binding affinity value. This is MHC class I binding data. From a dataset of Peptide-MHC class I binding affinity with 185,985 pairs from IEDB/IMGT. (1) The peptide sequence is AETESATLF. The MHC is HLA-A80:01 with pseudo-sequence HLA-A80:01. The binding affinity (normalized) is 0.0847. (2) The peptide sequence is LMMATIGIAL. The MHC is HLA-A02:01 with pseudo-sequence HLA-A02:01. The binding affinity (normalized) is 0.776. (3) The peptide sequence is GLGGDASAY. The MHC is HLA-B40:01 with pseudo-sequence HLA-B40:01. The binding affinity (normalized) is 0.0847. (4) The peptide sequence is SVFEGIRAY. The MHC is HLA-A24:03 with pseudo-sequence HLA-A24:03. The binding affinity (normalized) is 0.0847. (5) The peptide sequence is PYNSVTDTI. The MHC is Patr-A0701 with pseudo-sequence Patr-A0701. The binding affinity (normalized) is 0.149. (6) The peptide sequence is IPFNVVTAM. The MHC is HLA-B54:01 with pseudo-sequence HLA-B54:01. The binding affinity (normalized) is 0.425. (7) The peptide sequence is AVYSSSMVK. The MHC is HLA-A02:06 with pseudo-sequence HLA-A02:06. The binding affinity (normalized) is 0. (8) The peptide sequence is ILIYNGWYA. The MHC is HLA-A24:02 with pseudo-sequence HLA-A24:02. The binding affinity (normalized) is 0.